From a dataset of Forward reaction prediction with 1.9M reactions from USPTO patents (1976-2016). Predict the product of the given reaction. (1) The product is: [CH3:11][O:10][C:7]1[CH:8]=[CH:9][C:2]2[C:3](=[C:4]([NH2:5])[N:22]=[C:21]3[C:20]=2[CH:26]=[CH:25][CH:24]=[CH:23]3)[CH:6]=1. Given the reactants Br[C:2]1[CH:9]=[CH:8][C:7]([O:10][CH3:11])=[CH:6][C:3]=1[C:4]#[N:5].CC1(C)C(C)(C)OB([C:20]2[CH:26]=[CH:25][CH:24]=[CH:23][C:21]=2[NH2:22])O1.O.P([O-])([O-])([O-])=O.[K+].[K+].[K+].C1(C)C=CC=CC=1, predict the reaction product. (2) The product is: [O:1]1[C:5]2=[CH:6][C:7]3[CH2:8][CH2:9][N:10]([C:20]([C:19]4[CH:23]=[C:24]([S:27]([CH3:30])(=[O:29])=[O:28])[CH:25]=[CH:26][C:18]=4[O:17][CH:14]([CH3:16])[CH3:15])=[O:21])[CH2:11][C:12]=3[CH:13]=[C:4]2[O:3][CH2:2]1. Given the reactants [O:1]1[C:5]2=[CH:6][C:7]3[CH2:8][CH2:9][NH:10][CH2:11][C:12]=3[CH:13]=[C:4]2[O:3][CH2:2]1.[CH:14]([O:17][C:18]1[CH:26]=[CH:25][C:24]([S:27]([CH3:30])(=[O:29])=[O:28])=[CH:23][C:19]=1[C:20](O)=[O:21])([CH3:16])[CH3:15], predict the reaction product.